Task: Predict the reactants needed to synthesize the given product.. Dataset: Full USPTO retrosynthesis dataset with 1.9M reactions from patents (1976-2016) (1) Given the product [CH2:36]([O:38][C:39]([C:41]1([NH:50][C:4](=[O:6])[C:3]2[CH:7]=[CH:8][CH:9]=[C:10]([CH3:11])[C:2]=2[I:1])[CH2:49][C:48]2[C:43](=[CH:44][CH:45]=[CH:46][CH:47]=2)[CH2:42]1)=[O:40])[CH3:37], predict the reactants needed to synthesize it. The reactants are: [I:1][C:2]1[C:10]([CH3:11])=[CH:9][CH:8]=[CH:7][C:3]=1[C:4]([OH:6])=O.CN(C(ON1N=NC2C=CC=CC1=2)=[N+](C)C)C.F[P-](F)(F)(F)(F)F.[CH2:36]([O:38][C:39]([C:41]1([NH2:50])[CH2:49][C:48]2[C:43](=[CH:44][CH:45]=[CH:46][CH:47]=2)[CH2:42]1)=[O:40])[CH3:37].C(N(CC)C(C)C)(C)C. (2) Given the product [C:1]([CH:4]([O:29][CH2:30][CH3:31])[CH2:5][C:6]1[CH:11]=[CH:10][C:9]([O:12][CH2:13][CH2:14][C:15]2[CH:20]=[CH:19][C:18]([NH:21][C:22]([O:24][C:25]([CH3:26])([CH3:28])[CH3:27])=[O:23])=[CH:17][CH:16]=2)=[CH:8][CH:7]=1)#[N:2], predict the reactants needed to synthesize it. The reactants are: [C:1]([CH:4]([O:29][CH2:30][CH3:31])[CH2:5][C:6]1[CH:11]=[CH:10][C:9]([O:12][CH2:13][CH2:14][C:15]2[CH:20]=[CH:19][C:18]([NH:21][C:22]([O:24][C:25]([CH3:28])([CH3:27])[CH3:26])=[O:23])=[CH:17][CH:16]=2)=[CH:8][CH:7]=1)(=O)[NH2:2].N1C=CC=CC=1.FC(F)(F)C(OC(=O)C(F)(F)F)=O.